From a dataset of Catalyst prediction with 721,799 reactions and 888 catalyst types from USPTO. Predict which catalyst facilitates the given reaction. (1) Product: [CH3:3][CH:4]([CH2:13][CH2:14][CH2:15][CH:16]([CH3:18])[CH3:17])[CH2:5][CH2:6][O:7][CH2:8][CH2:9][CH2:10][CH2:11][N:19]1[CH:23]=[CH:22][N:21]=[CH:20]1. The catalyst class is: 22. Reactant: [H-].[Na+].[CH3:3][CH:4]([CH2:13][CH2:14][CH2:15][CH:16]([CH3:18])[CH3:17])[CH2:5][CH2:6][O:7][CH2:8][CH2:9][CH2:10][CH2:11]Br.[NH:19]1[CH:23]=[CH:22][N:21]=[CH:20]1. (2) Product: [CH:23]([C:21]1[CH:20]=[CH:19][C:17]2[C:16](=[C:7]3[C:12](=[C:13]([NH2:14])[N:18]=2)[CH:11]=[CH:10][CH:9]=[CH:8]3)[CH:22]=1)([CH3:25])[CH3:24]. The catalyst class is: 461. Reactant: B1([C:7]2[C:12]([C:13]#[N:14])=[CH:11][CH:10]=[CH:9][CH:8]=2)OCCCO1.Br[C:16]1[CH:22]=[C:21]([CH:23]([CH3:25])[CH3:24])[CH:20]=[CH:19][C:17]=1[NH2:18].C(=O)([O-])[O-].[K+].[K+].C1(C)C=CC=CC=1. (3) Reactant: [CH:1]([C:4]1[CH:9]=[CH:8][CH:7]=[C:6]([CH:10]([CH3:12])[CH3:11])[C:5]=1[N:13]1[CH:17]=[CH:16][N:15]=[CH:14]1)([CH3:3])[CH3:2].[Br:18][CH2:19][CH2:20]C. Product: [Br-:18].[CH:1]([C:4]1[CH:9]=[CH:8][CH:7]=[C:6]([CH:10]([CH3:12])[CH3:11])[C:5]=1[N+:13]1[CH:17]=[CH:16][N:15]([CH2:19][CH3:20])[CH:14]=1)([CH3:2])[CH3:3]. The catalyst class is: 1.